The task is: Predict the product of the given reaction.. This data is from Forward reaction prediction with 1.9M reactions from USPTO patents (1976-2016). (1) Given the reactants CCN(C(C)C)C(C)C.[C:10]([C:14]1[N:18]([CH2:19][CH:20]2[CH2:25][CH2:24][O:23][CH2:22][CH2:21]2)[C:17]2[CH:26]=[CH:27][C:28]([S:30]([N:33]3[CH:37]=[CH:36][C:35]([C:38]([OH:40])=O)=[CH:34]3)(=[O:32])=[O:31])=[CH:29][C:16]=2[N:15]=1)([CH3:13])([CH3:12])[CH3:11].[CH2:41]([CH2:43][NH2:44])[OH:42].CN(C(ON1N=NC2C=CC=NC1=2)=[N+](C)C)C.F[P-](F)(F)(F)(F)F, predict the reaction product. The product is: [C:10]([C:14]1[N:18]([CH2:19][CH:20]2[CH2:25][CH2:24][O:23][CH2:22][CH2:21]2)[C:17]2[CH:26]=[CH:27][C:28]([S:30]([N:33]3[CH:37]=[CH:36][C:35]([C:38]([NH:44][CH2:43][CH2:41][OH:42])=[O:40])=[CH:34]3)(=[O:31])=[O:32])=[CH:29][C:16]=2[N:15]=1)([CH3:11])([CH3:12])[CH3:13]. (2) Given the reactants Cl[C:2]1[CH:7]=[C:6]([CH2:8][C:9]([O:11][CH3:12])=[O:10])[CH:5]=[CH:4][N:3]=1.[CH3:13][C:14]1[CH:19]=[C:18]([Sn](CCCC)(CCCC)CCCC)[CH:17]=[CH:16][N:15]=1.CN(C=O)C, predict the reaction product. The product is: [CH3:13][C:14]1[CH:19]=[C:18]([C:2]2[CH:7]=[C:6]([CH2:8][C:9]([O:11][CH3:12])=[O:10])[CH:5]=[CH:4][N:3]=2)[CH:17]=[CH:16][N:15]=1. (3) The product is: [CH3:19][C:17]1[CH:18]=[C:14]([C:12]([O:11][CH2:9][CH3:10])=[O:13])[NH:15][C:16]=1[C:2]([F:8])([F:7])[F:1]. Given the reactants [F:1][C:2]([F:8])([F:7])S(Cl)(=O)=O.[CH2:9]([O:11][C:12]([C:14]1[NH:15][CH:16]=[C:17]([CH3:19])[CH:18]=1)=[O:13])[CH3:10].OP([O-])([O-])=O.[K+].[K+], predict the reaction product. (4) Given the reactants C(O[C:6]([N:8]1[CH2:13][CH:12]=[C:11]([C:14]2[CH:19]=[C:18]([N+:20]([O-])=O)[CH:17]=[CH:16][C:15]=2[F:23])[CH2:10][CH2:9]1)=O)(C)(C)C.C1COCC1.[H-].[Al+3].[Li+].[H-].[H-].[H-], predict the reaction product. The product is: [F:23][C:15]1[CH:16]=[CH:17][C:18]([NH2:20])=[CH:19][C:14]=1[C:11]1[CH2:12][CH2:13][N:8]([CH3:6])[CH2:9][CH:10]=1.